Task: Predict the product of the given reaction.. Dataset: Forward reaction prediction with 1.9M reactions from USPTO patents (1976-2016) Given the reactants [Br:1][C:2]1[N:6]([CH2:7][O:8][CH2:9][CH2:10][Si:11]([CH3:14])([CH3:13])[CH3:12])[C:5]([C:15]([O-:17])=O)=[N:4][CH:3]=1.[Li+].[NH2:19][C:20]1[CH:25]=[CH:24][CH:23]=[CH:22][C:21]=1[CH2:26][C:27]([O:29][C:30]([CH3:33])([CH3:32])[CH3:31])=[O:28], predict the reaction product. The product is: [Br:1][C:2]1[N:6]([CH2:7][O:8][CH2:9][CH2:10][Si:11]([CH3:12])([CH3:13])[CH3:14])[C:5]([C:15]([NH:19][C:20]2[CH:25]=[CH:24][CH:23]=[CH:22][C:21]=2[CH2:26][C:27]([O:29][C:30]([CH3:33])([CH3:32])[CH3:31])=[O:28])=[O:17])=[N:4][CH:3]=1.